Dataset: Forward reaction prediction with 1.9M reactions from USPTO patents (1976-2016). Task: Predict the product of the given reaction. (1) Given the reactants Br[C:2]1[O:6][C:5]([CH:7]=[O:8])=[CH:4][CH:3]=1.[Br-].[CH2:10]([Zn+])[C:11]1[CH:16]=[CH:15][CH:14]=[CH:13][CH:12]=1, predict the reaction product. The product is: [CH2:10]([C:2]1[O:6][C:5]([CH:7]=[O:8])=[CH:4][CH:3]=1)[C:11]1[CH:16]=[CH:15][CH:14]=[CH:13][CH:12]=1. (2) Given the reactants [NH2:1]/[C:2](=[C:5](\[NH2:8])/[C:6]#[N:7])/[C:3]#[N:4].O=[C:10]([CH2:15][CH3:16])[C:11](OC)=[O:12], predict the reaction product. The product is: [CH2:15]([C:10]1[C:11](=[O:12])[NH:1][C:2]([C:3]#[N:4])=[C:5]([C:6]#[N:7])[N:8]=1)[CH3:16]. (3) The product is: [Cl:8][C:9]1[CH:14]=[CH:13][N:12]=[C:11]([CH2:16][OH:3])[C:10]=1[O:17][CH:18]([F:20])[F:19]. Given the reactants C(OC(=O)C)(=[O:3])C.[Cl:8][C:9]1[CH:14]=[CH:13][N+:12]([O-])=[C:11]([CH3:16])[C:10]=1[O:17][CH:18]([F:20])[F:19], predict the reaction product.